Dataset: Experimentally validated miRNA-target interactions with 360,000+ pairs, plus equal number of negative samples. Task: Binary Classification. Given a miRNA mature sequence and a target amino acid sequence, predict their likelihood of interaction. (1) The protein sequence of the target gene is MNKSQEQVSFKDVCVDFTQEEWYLLDPAQKILYRDVILENYSNLVSVGYCITKPEVIFKIEQGEEPWILEKGFPSQCHPERKWKVDDVLESSQENEDDHFWELLFHNNKTVSVENGDRGSKTFNLGTDPVSLRNYPYKICDSCEMNLKNISGLIISKKNCSRKKPDEFNVCEKLLLDIRHEKIPIGEKSYKYDQKRNAINYHQDLSQPSFGQSFEYSKNGQGFHDEAAFFTNKRSQIGETVCKYNECGRTFIESLKLNISQRPHLEMEPYGCSICGKSFCMNLRFGHQRALTKDNPYEYN.... The miRNA is hsa-miR-519d-5p with sequence CCUCCAAAGGGAAGCGCUUUCUGUU. Result: 1 (interaction). (2) The miRNA is hsa-miR-6761-5p with sequence UCUGAGAGAGCUCGAUGGCAG. The protein sequence of the target gene is MAGLTDLQRLQARVEELERWVYGPGGARGSRKVADGLVKVQVALGNISSKRERVKILYKKIEDLIKYLDPEYIDRIAIPDASKLQFILAEEQFILSQVALLEQVNALVPMLDSAHIKAVPEHAARLQRLAQIHIQQQDQCVEITEESKALLEEYNKTTMLLSKQFVQWDELLCQLEAATQVKPAEE. Result: 1 (interaction).